From a dataset of Full USPTO retrosynthesis dataset with 1.9M reactions from patents (1976-2016). Predict the reactants needed to synthesize the given product. (1) Given the product [CH3:11][O:10][C:8](=[O:9])[CH2:7][CH2:6][C@H:2]([NH:1][C:33]([C:32]1[CH:31]=[CH:30][C:29]([N:27]2[CH:28]=[N:24][N:25]=[CH:26]2)=[CH:37][CH:36]=1)=[O:34])[C:3]([OH:5])=[O:4], predict the reactants needed to synthesize it. The reactants are: [NH2:1][C@@H:2]([CH2:6][CH2:7][C:8]([O:10][CH3:11])=[O:9])[C:3]([OH:5])=[O:4].O1CCOCC1.C([O-])([O-])=O.[Na+].[Na+].[N:24]1[N:25]=[CH:26][N:27]([C:29]2[CH:37]=[CH:36][C:32]([C:33](Cl)=[O:34])=[CH:31][CH:30]=2)[CH:28]=1. (2) The reactants are: [C:1]([O:5][C:6]([NH:8][C@H:9]([C:30]([O:32][CH3:33])=[O:31])[CH2:10][C:11]1[CH:16]=[CH:15][C:14](OCCC2C=CC3CCCNC=3N=2)=[CH:13][N:12]=1)=[O:7])([CH3:4])([CH3:3])[CH3:2].[Br:34]CCBr.Cl[Si](C)(C)C.N(C(OC(C)(C)C)=O)[C@H](C(OC)=O)CI.BrC1C=CC(Br)=CN=1. Given the product [Br:34][C:14]1[CH:15]=[CH:16][C:11]([CH2:10][C@@H:9]([C:30]([O:32][CH3:33])=[O:31])[NH:8][C:6]([O:5][C:1]([CH3:4])([CH3:3])[CH3:2])=[O:7])=[N:12][CH:13]=1, predict the reactants needed to synthesize it.